This data is from Forward reaction prediction with 1.9M reactions from USPTO patents (1976-2016). The task is: Predict the product of the given reaction. (1) Given the reactants [C:1]([O:5][CH2:6][CH3:7])(=[O:4])[CH:2]=[CH2:3].N1C=CC=CC=1.I[C:15]1[CH:20]=[CH:19][C:18]([CH2:21][O:22][C:23]2[CH:28]=[CH:27][CH:26]=[CH:25][CH:24]=2)=[CH:17][CH:16]=1, predict the reaction product. The product is: [O:22]([CH2:21][C:18]1[CH:17]=[CH:16][C:15]([CH2:3][CH2:2][C:1]([O:5][CH2:6][CH3:7])=[O:4])=[CH:20][CH:19]=1)[C:23]1[CH:28]=[CH:27][CH:26]=[CH:25][CH:24]=1. (2) Given the reactants C([O:3][C:4](=[O:39])[CH2:5][C:6]1[CH:7]=[C:8]([C:14]2[CH:19]=[CH:18][CH:17]=[C:16]([C:20]3[O:24][N:23]=[C:22]([CH3:25])[C:21]=3[NH:26][C:27]([O:29][CH:30]([C:32]3[CH:37]=[CH:36][CH:35]=[CH:34][C:33]=3[Cl:38])[CH3:31])=[O:28])[CH:15]=2)[C:9]([O:12][CH3:13])=[CH:10][CH:11]=1)C.[OH-].[Li+], predict the reaction product. The product is: [Cl:38][C:33]1[CH:34]=[CH:35][CH:36]=[CH:37][C:32]=1[CH:30]([O:29][C:27]([NH:26][C:21]1[C:22]([CH3:25])=[N:23][O:24][C:20]=1[C:16]1[CH:15]=[C:14]([C:8]2[C:9]([O:12][CH3:13])=[CH:10][CH:11]=[C:6]([CH2:5][C:4]([OH:39])=[O:3])[CH:7]=2)[CH:19]=[CH:18][CH:17]=1)=[O:28])[CH3:31]. (3) Given the reactants [O:1]=[C:2]1[CH2:6][CH2:5][C@H:4]([C:7]([O:9][CH2:10][C:11]2[CH:16]=[CH:15][CH:14]=[CH:13][CH:12]=2)=[O:8])[CH2:3]1.[BH4-].[Na+].C(O)(=O)C, predict the reaction product. The product is: [OH:1][CH:2]1[CH2:6][CH2:5][C@H:4]([C:7]([O:9][CH2:10][C:11]2[CH:12]=[CH:13][CH:14]=[CH:15][CH:16]=2)=[O:8])[CH2:3]1.[OH:1][C@@H:2]1[CH2:6][CH2:5][C@H:4]([C:7]([O:9][CH2:10][C:11]2[CH:12]=[CH:13][CH:14]=[CH:15][CH:16]=2)=[O:8])[CH2:3]1.